Dataset: Forward reaction prediction with 1.9M reactions from USPTO patents (1976-2016). Task: Predict the product of the given reaction. Given the reactants [CH3:1][O:2][C:3](=[O:13])[C:4]1[CH:9]=[C:8]([O:10][CH3:11])[N:7]=[C:6](Cl)[CH:5]=1, predict the reaction product. The product is: [CH3:1][O:2][C:3](=[O:13])[C:4]1[CH:9]=[C:8]([O:10][CH3:11])[N:7]=[C:6]([CH:4]([CH2:9][CH3:8])[CH2:5][CH3:6])[CH:5]=1.